This data is from Full USPTO retrosynthesis dataset with 1.9M reactions from patents (1976-2016). The task is: Predict the reactants needed to synthesize the given product. (1) The reactants are: [Br:1][C:2]1[C:3](Cl)=[N:4][CH:5]=[C:6]([CH:10]=1)[C:7]([OH:9])=[O:8].[CH2:12]([OH:18])[CH2:13][CH2:14][CH2:15][CH2:16][OH:17]. Given the product [Br:1][C:2]1[C:3]([O:17][CH2:16][CH2:15][CH2:14][CH2:13][CH2:12][OH:18])=[N:4][CH:5]=[C:6]([CH:10]=1)[C:7]([OH:9])=[O:8], predict the reactants needed to synthesize it. (2) Given the product [CH3:15][C:13]1[CH:12]=[CH:11][C:10]([C:16]([F:19])([F:17])[F:18])=[C:9]([C:7]([N:4]2[CH2:5][CH2:6][C@@H:2]([NH:1][C:21]3[N:22]=[N:23][C:24]([C:27]([F:30])([F:29])[F:28])=[CH:25][CH:26]=3)[CH2:3]2)=[O:8])[CH:14]=1, predict the reactants needed to synthesize it. The reactants are: [NH2:1][C@@H:2]1[CH2:6][CH2:5][N:4]([C:7]([C:9]2[CH:14]=[C:13]([CH3:15])[CH:12]=[CH:11][C:10]=2[C:16]([F:19])([F:18])[F:17])=[O:8])[CH2:3]1.Cl[C:21]1[N:22]=[N:23][C:24]([C:27]([F:30])([F:29])[F:28])=[CH:25][CH:26]=1. (3) Given the product [N:1]1[C:10]2[C:5](=[CH:6][CH:7]=[CH:8][CH:9]=2)[C:4]([NH:23][C:29](=[O:30])[O:31][C:32]2[CH:37]=[CH:36][CH:35]=[CH:34][CH:33]=2)=[CH:3][CH:2]=1, predict the reactants needed to synthesize it. The reactants are: [N:1]1[C:10]2[C:5](=[CH:6][CH:7]=[CH:8][CH:9]=2)[CH:4]=[CH:3][C:2]=1NC(=O)OC1C=CC=CC=1.C([N:23](CC)CC)C.Cl[C:29]([O:31][C:32]1[CH:37]=[CH:36][CH:35]=[CH:34][CH:33]=1)=[O:30]. (4) The reactants are: Br[C:2]1[C:6](/[CH:7]=[CH:8]/[C:9]2[CH:14]=[CH:13][CH:12]=[CH:11][CH:10]=2)=[CH:5][S:4][CH:3]=1.[C:15](C1C(Br)=CSC=1)(=[O:17])[CH3:16]. Given the product [C:15]([C:2]1[C:6](/[CH:7]=[CH:8]/[C:9]2[CH:14]=[CH:13][CH:12]=[CH:11][CH:10]=2)=[CH:5][S:4][CH:3]=1)(=[O:17])[CH3:16], predict the reactants needed to synthesize it. (5) Given the product [F:29][C:28]1[C:11]2[O:44][N:43]=[C:36]([C:37]3[CH:42]=[N:41][CH:40]=[CH:39][N:38]=3)[C:12]=2[CH:13]=[C:14]2[C:27]=1[N:26]1[CH2:30][C@@H:31]([CH3:35])[O:32][C@@H:33]([CH3:34])[C@@H:25]1[C:16]1([C:21](=[O:22])[NH:20][C:19](=[O:23])[NH:18][C:17]1=[O:24])[CH2:15]2, predict the reactants needed to synthesize it. The reactants are: N1C(=O)CC(=O)NC1=O.F[C:11]1[C:28]([F:29])=[C:27]2[C:14]([CH2:15][C:16]3([C@H:25]4[C@H:33]([CH3:34])[O:32][C@H:31]([CH3:35])[CH2:30][N:26]42)[C:21](=[O:22])[NH:20][C:19](=[O:23])[NH:18][C:17]3=[O:24])=[CH:13][C:12]=1[C:36](=[N:43][OH:44])[C:37]1[CH:42]=[N:41][CH:40]=[CH:39][N:38]=1. (6) Given the product [CH3:32][NH:33][C:4]([C:6]1[N:10]=[CH:9][N:8]([C:11]2[CH:12]=[C:13]3[C:18](=[CH:19][C:20]=2[C:21]([F:22])([F:24])[F:23])[NH:17][C:16](=[O:25])[N:15]([NH:26][S:27]([CH3:30])(=[O:28])=[O:29])[C:14]3=[O:31])[N:7]=1)=[O:5], predict the reactants needed to synthesize it. The reactants are: C(O[C:4]([C:6]1[N:10]=[CH:9][N:8]([C:11]2[CH:12]=[C:13]3[C:18](=[CH:19][C:20]=2[C:21]([F:24])([F:23])[F:22])[NH:17][C:16](=[O:25])[N:15]([NH:26][S:27]([CH3:30])(=[O:29])=[O:28])[C:14]3=[O:31])[N:7]=1)=[O:5])C.[CH3:32][NH2:33]. (7) Given the product [CH3:1][O:2][C:3]1[N:8]=[CH:7][C:6]([NH:9][C:10]2[N:15]=[CH:14][C:13]([CH:16]([C:18]3[CH:19]=[CH:20][C:21]([S:24]([CH3:27])(=[O:26])=[O:25])=[CH:22][CH:23]=3)[OH:17])=[CH:12][C:11]=2[C:28]2[N:36]=[C:35]([CH3:37])[N:34]=[C:33]3[C:29]=2[N:30]=[CH:31][NH:32]3)=[CH:5][CH:4]=1, predict the reactants needed to synthesize it. The reactants are: [CH3:1][O:2][C:3]1[N:8]=[CH:7][C:6]([NH:9][C:10]2[N:15]=[CH:14][C:13]([CH:16]([C:18]3[CH:23]=[CH:22][C:21]([S:24]([CH3:27])(=[O:26])=[O:25])=[CH:20][CH:19]=3)[OH:17])=[CH:12][C:11]=2[C:28]2[N:36]=[C:35]([CH3:37])[N:34]=[C:33]3[C:29]=2[N:30]=[CH:31][N:32]3C2CCCCO2)=[CH:5][CH:4]=1.Cl. (8) Given the product [F:17][C:14]1[CH:15]=[CH:16][C:11]2[N:12]([C:8]([C:4]3[N:3]=[C:2]([NH:27][C@H:25]([C:22]4[CH:21]=[CH:20][C:19]([F:18])=[CH:24][N:23]=4)[CH3:26])[CH:7]=[CH:6][N:5]=3)=[CH:9][N:10]=2)[CH:13]=1, predict the reactants needed to synthesize it. The reactants are: Cl[C:2]1[CH:7]=[CH:6][N:5]=[C:4]([C:8]2[N:12]3[CH:13]=[C:14]([F:17])[CH:15]=[CH:16][C:11]3=[N:10][CH:9]=2)[N:3]=1.[F:18][C:19]1[CH:20]=[CH:21][C:22]([C@@H:25]([NH2:27])[CH3:26])=[N:23][CH:24]=1.C(N(C(C)C)CC)(C)C. (9) Given the product [F:21][C:19]1[CH:18]=[C:14]([CH:13]=[C:12]([C:6]2[CH:5]=[CH:4][CH:3]=[C:2]([F:1])[CH:7]=2)[CH:20]=1)[C:15]([OH:17])=[O:16], predict the reactants needed to synthesize it. The reactants are: [F:1][C:2]1[CH:3]=[C:4](B(O)O)[CH:5]=[CH:6][CH:7]=1.Br[C:12]1[CH:13]=[C:14]([CH:18]=[C:19]([F:21])[CH:20]=1)[C:15]([OH:17])=[O:16].C([O-])([O-])=O.[Na+].[Na+].CN(C=O)C. (10) Given the product [CH2:26]([C:28]1[CH:34]=[CH:33][C:31]([N:32]2[CH2:13][CH2:12][C:6]3([CH2:7][CH2:8][N:9]([S:20]([CH2:19][CH2:18][C:17]([F:25])([F:24])[F:16])(=[O:22])=[O:21])[CH2:10][CH2:11]3)[C:4]2=[O:5])=[CH:30][CH:29]=1)[CH3:27], predict the reactants needed to synthesize it. The reactants are: C(O[C:4]([C:6]1([CH2:12][CH2:13]OC)[CH2:11][CH2:10][NH:9][CH2:8][CH2:7]1)=[O:5])C.[F:16][C:17]([F:25])([F:24])[CH2:18][CH2:19][S:20](Cl)(=[O:22])=[O:21].[CH2:26]([C:28]1[CH:34]=[CH:33][C:31]([NH2:32])=[CH:30][CH:29]=1)[CH3:27].